Dataset: Reaction yield outcomes from USPTO patents with 853,638 reactions. Task: Predict the reaction yield, written as a fraction of the theoretical maximum amount of product (1.0 means a 100% yield; for example, 0.34 means a 34% yield). (1) The reactants are [Cl:1][C:2]1[CH:9]=[CH:8][C:5]([C:6]#[N:7])=[C:4](F)[CH:3]=1.[CH2:11]([O:13][C:14]1[C:21]([OH:22])=[CH:20][CH:19]=[CH:18][C:15]=1[CH:16]=[O:17])[CH3:12].C(=O)([O-])[O-].[Cs+].[Cs+].O. The catalyst is CN(C=O)C. The product is [Cl:1][C:2]1[CH:9]=[CH:8][C:5]([C:6]#[N:7])=[C:4]([O:22][C:21]2[CH:20]=[CH:19][CH:18]=[C:15]([CH:16]=[O:17])[C:14]=2[O:13][CH2:11][CH3:12])[CH:3]=1. The yield is 0.820. (2) The reactants are [NH2:1][C@@H:2]1[CH2:6][N:5]([C:7]2[CH:8]=[CH:9][C:10]3[O:11][CH2:12][C:13](=[O:17])[NH:14][C:15]=3[N:16]=2)[C:4](=[O:18])[CH2:3]1.[CH3:19][O:20][C:21]1[CH:30]=[C:29]2[C:24]([N:25]=[CH:26][C:27](=[O:35])[N:28]2[CH2:31][CH2:32][CH:33]=O)=[CH:23][CH:22]=1.C(O[BH-](OC(=O)C)OC(=O)C)(=O)C.[Na+]. The catalyst is C(Cl)(Cl)Cl.CO. The product is [CH3:19][O:20][C:21]1[CH:30]=[C:29]2[C:24]([N:25]=[CH:26][C:27](=[O:35])[N:28]2[CH2:31][CH2:32][CH2:33][NH:1][C@@H:2]2[CH2:6][N:5]([C:7]3[CH:8]=[CH:9][C:10]4[O:11][CH2:12][C:13](=[O:17])[NH:14][C:15]=4[N:16]=3)[C:4](=[O:18])[CH2:3]2)=[CH:23][CH:22]=1. The yield is 0.320. (3) The reactants are [N:1]1[CH:6]=[CH:5][CH:4]=[N:3][C:2]=1[NH:7][C:8](=[O:15])OCC(Cl)(Cl)Cl.[C:16]1([C:22]2[N:26]=[C:25]([N:27]3[CH2:32][CH2:31][NH:30][CH2:29][CH2:28]3)[S:24][N:23]=2)[CH:21]=[CH:20][CH:19]=[CH:18][CH:17]=1.C(N(C(C)C)CC)(C)C.CS(C)=O. The catalyst is O. The product is [C:16]1([C:22]2[N:26]=[C:25]([N:27]3[CH2:32][CH2:31][N:30]([C:8]([NH:7][C:2]4[N:1]=[CH:6][CH:5]=[CH:4][N:3]=4)=[O:15])[CH2:29][CH2:28]3)[S:24][N:23]=2)[CH:17]=[CH:18][CH:19]=[CH:20][CH:21]=1. The yield is 0.511. (4) The reactants are C(OC([NH:8][C:9]1[S:13][C:12]([C:14]([N:16]([CH3:28])[CH2:17][CH2:18][N:19]([CH3:27])[C:20](=[O:26])[O:21][C:22]([CH3:25])([CH3:24])[CH3:23])=[O:15])=[C:11]([CH3:29])[CH:10]=1)=O)(C)(C)C.FC(F)(F)C(O)=O.C(N(CC)CC)C.C(OC(OC(C)(C)C)=O)(OC(C)(C)C)=O. The catalyst is C(Cl)Cl. The product is [NH2:8][C:9]1[S:13][C:12]([C:14]([N:16]([CH3:28])[CH2:17][CH2:18][N:19]([CH3:27])[C:20](=[O:26])[O:21][C:22]([CH3:23])([CH3:24])[CH3:25])=[O:15])=[C:11]([CH3:29])[CH:10]=1. The yield is 1.00. (5) The catalyst is O1CCOCC1.Cl[Pd](Cl)([P](C1C=CC=CC=1)(C1C=CC=CC=1)C1C=CC=CC=1)[P](C1C=CC=CC=1)(C1C=CC=CC=1)C1C=CC=CC=1. The product is [CH2:1]([C@@:4]1([C:20]2[CH:25]=[CH:24][CH:23]=[CH:22][CH:21]=2)[O:9][C:8](=[O:10])[N:7]([C@H:11]([C:13]2[CH:18]=[CH:17][C:16]([C:30]3[CH:31]=[N:32][C:27]([NH2:26])=[CH:28][CH:29]=3)=[CH:15][CH:14]=2)[CH3:12])[CH2:6][CH2:5]1)[CH:2]=[CH2:3]. The yield is 0.600. The reactants are [CH2:1]([C@@:4]1([C:20]2[CH:25]=[CH:24][CH:23]=[CH:22][CH:21]=2)[O:9][C:8](=[O:10])[N:7]([C@H:11]([C:13]2[CH:18]=[CH:17][C:16](Br)=[CH:15][CH:14]=2)[CH3:12])[CH2:6][CH2:5]1)[CH:2]=[CH2:3].[NH2:26][C:27]1[N:32]=[CH:31][C:30](B(O)O)=[CH:29][CH:28]=1.C([O-])([O-])=O.[Cs+].[Cs+]. (6) The reactants are [CH3:1][C:2]1[CH:7]=[CH:6][C:5]([C:8](=O)[CH2:9][C:10](=O)[C:11]([F:14])([F:13])[F:12])=[CH:4][CH:3]=1.[NH2:17][C:18]1[C:22]([C:23]#[N:24])=[CH:21][NH:20][N:19]=1. No catalyst specified. The product is [CH3:1][C:2]1[CH:7]=[CH:6][C:5]([C:8]2[CH:9]=[C:10]([C:11]([F:14])([F:13])[F:12])[N:19]3[N:20]=[CH:21][C:22]([C:23]#[N:24])=[C:18]3[N:17]=2)=[CH:4][CH:3]=1. The yield is 0.500. (7) The product is [Cl:1][C:2]1[CH:3]=[C:4]2[C:9](=[CH:10][C:11]=1[O:12][C:13]1[CH:14]=[CH:15][C:16]([C:19](=[O:34])[NH:20][C:21]3[CH:26]=[CH:25][CH:24]=[C:23]([C:27]4[CH:32]=[CH:31][C:30]([Cl:33])=[CH:29][CH:28]=4)[N:22]=3)=[CH:17][CH:18]=1)[O:8][CH2:7][CH2:6][CH:5]2[C:35]([O:37][C:38]([CH3:41])([CH3:40])[CH3:39])=[O:36]. The catalyst is C1(C)C=CC=CC=1. The reactants are [Cl:1][C:2]1[CH:3]=[C:4]2[C:9](=[CH:10][C:11]=1[O:12][C:13]1[CH:18]=[CH:17][C:16]([C:19](=[O:34])[NH:20][C:21]3[CH:26]=[CH:25][CH:24]=[C:23]([C:27]4[CH:32]=[CH:31][C:30]([Cl:33])=[CH:29][CH:28]=4)[N:22]=3)=[CH:15][CH:14]=1)[O:8][CH2:7][CH2:6][CH:5]2[C:35]([OH:37])=[O:36].[C:38](OC(O[C:38]([CH3:41])([CH3:40])[CH3:39])N(C)C)([CH3:41])([CH3:40])[CH3:39]. The yield is 0.905. (8) The reactants are Br[C:2]1[CH:7]=[CH:6][C:5]([C:8]2([NH:11][C:12](=[O:22])[O:13][CH:14]3[CH:19]4[CH2:20][CH2:21][N:16]([CH2:17][CH2:18]4)[CH2:15]3)[CH2:10][CH2:9]2)=[CH:4][CH:3]=1.[B:23]1([B:23]2[O:27][C:26]([CH3:29])([CH3:28])[C:25]([CH3:31])([CH3:30])[O:24]2)[O:27][C:26]([CH3:29])([CH3:28])[C:25]([CH3:31])([CH3:30])[O:24]1.CC(O[K])=O. The catalyst is O1CCOCC1. The product is [CH3:30][C:25]1([CH3:31])[C:26]([CH3:29])([CH3:28])[O:27][B:23]([C:2]2[CH:7]=[CH:6][C:5]([C:8]3([NH:11][C:12](=[O:22])[O:13][CH:14]4[CH:19]5[CH2:20][CH2:21][N:16]([CH2:17][CH2:18]5)[CH2:15]4)[CH2:10][CH2:9]3)=[CH:4][CH:3]=2)[O:24]1. The yield is 0.330. (9) The reactants are [OH:1][CH2:2][C:3]([CH2:8][OH:9])([CH2:6][OH:7])[CH2:4][OH:5].[SH:10][CH:11]([CH3:15])[C:12]([OH:14])=O.S(=O)(=O)(O)O. The catalyst is O.C1(C)C=CC=CC=1. The product is [SH:10][CH:11]([CH3:15])[C:12]([O:1][CH2:2][C:3]([CH2:8][O:9][C:12](=[O:14])[CH:11]([SH:10])[CH3:15])([CH2:6][O:7][C:12](=[O:14])[CH:11]([SH:10])[CH3:15])[CH2:4][O:5][C:12](=[O:14])[CH:11]([SH:10])[CH3:15])=[O:14]. The yield is 0.884.